From a dataset of Full USPTO retrosynthesis dataset with 1.9M reactions from patents (1976-2016). Predict the reactants needed to synthesize the given product. (1) Given the product [NH2:45][C@@H:8]([CH2:1][C:2]1[CH:7]=[CH:6][CH:5]=[CH:4][CH:3]=1)[C@H:9]([OH:44])[CH2:10][N:32]([CH2:67][C:68]([CH3:87])([CH3:86])[CH2:69][CH2:70][N:71]([CH2:72][C:73]1[CH:78]=[CH:77][CH:76]=[CH:75][CH:74]=1)[CH2:79][C:80]1[CH:81]=[CH:82][CH:83]=[CH:84][CH:85]=1)[S:33]([C:36]1[CH:37]=[CH:38][C:39]([O:42][CH3:43])=[CH:40][CH:41]=1)(=[O:34])=[O:35], predict the reactants needed to synthesize it. The reactants are: [CH2:1]([C@H:8]([NH:45]C(=O)O[C@@H]1[C@H]2[C@H](OCC2)OC1)[C@@H:9]([OH:44])[CH:10]([NH:32][S:33]([C:36]1[CH:41]=[CH:40][C:39]([O:42][CH3:43])=[CH:38][CH:37]=1)(=[O:35])=[O:34])CC(C)(C)CCN(CC1C=CC=CC=1)CC1C=CC=CC=1)[C:2]1[CH:7]=[CH:6][CH:5]=[CH:4][CH:3]=1.C([C@H](NC(=O)O[C@H]1[C@@H]2[C@@H](OCC2)OC1)[C@@H](O)C(NS(C1C=CC(OC)=CC=1)(=O)=O)[CH2:67][C:68]([CH3:87])([CH3:86])[CH2:69][CH2:70][N:71]([CH2:79][C:80]1[CH:85]=[CH:84][CH:83]=[CH:82][CH:81]=1)[CH2:72][C:73]1[CH:78]=[CH:77][CH:76]=[CH:75][CH:74]=1)C1C=CC=CC=1. (2) Given the product [CH2:1]([O:3][C:4](=[O:20])[CH:5]([O:18][CH3:19])[CH2:6][C:7]1[CH:12]=[CH:11][C:10]([O:13][CH2:14][CH2:15][CH2:16][O:33][C:30]2[CH:29]=[CH:28][C:27]([C:25](=[O:26])[C:24]3[CH:34]=[CH:35][C:36]([O:38][CH3:39])=[CH:37][C:23]=3[O:22][CH3:21])=[CH:32][CH:31]=2)=[CH:9][CH:8]=1)[CH3:2], predict the reactants needed to synthesize it. The reactants are: [CH2:1]([O:3][C:4](=[O:20])[C@@H:5]([O:18][CH3:19])[CH2:6][C:7]1[CH:12]=[CH:11][C:10]([O:13][CH2:14][CH2:15][CH2:16]Br)=[CH:9][CH:8]=1)[CH3:2].[CH3:21][O:22][C:23]1[CH:37]=[C:36]([O:38][CH3:39])[CH:35]=[CH:34][C:24]=1[C:25]([C:27]1[CH:32]=[CH:31][C:30]([OH:33])=[CH:29][CH:28]=1)=[O:26]. (3) Given the product [OH:13][CH:4]([CH2:5][O:6][C:7]1[CH:12]=[CH:11][CH:10]=[CH:9][CH:8]=1)[CH2:3][NH:2][CH2:15][C:16]([N:18]1[CH2:22][CH2:21][CH2:20][CH:19]1[C:23]#[N:24])=[O:17], predict the reactants needed to synthesize it. The reactants are: Cl.[NH2:2][CH2:3][CH:4]([OH:13])[CH2:5][O:6][C:7]1[CH:12]=[CH:11][CH:10]=[CH:9][CH:8]=1.Cl[CH2:15][C:16]([N:18]1[CH2:22][CH2:21][CH2:20][CH:19]1[C:23]#[N:24])=[O:17].C(N(CC)CC)C. (4) Given the product [C:14]([O:13][C:12](=[O:18])[N:11]([CH2:19][CH:20]1[CH2:22][CH2:21]1)[C@@H:9]1[CH2:10][C@H:8]1[C:5]1[CH:6]=[CH:7][C:2]([NH:1][C:36](=[O:37])[C:33]2[CH:34]=[CH:35][C:30]([CH3:39])=[CH:31][CH:32]=2)=[CH:3][CH:4]=1)([CH3:17])([CH3:16])[CH3:15], predict the reactants needed to synthesize it. The reactants are: [NH2:1][C:2]1[CH:7]=[CH:6][C:5]([C@@H:8]2[CH2:10][C@H:9]2[N:11]([CH2:19][CH:20]2[CH2:22][CH2:21]2)[C:12](=[O:18])[O:13][C:14]([CH3:17])([CH3:16])[CH3:15])=[CH:4][CH:3]=1.C(N(CC)CC)C.[C:30]1([CH3:39])[CH:35]=[CH:34][C:33]([C:36](Cl)=[O:37])=[CH:32][CH:31]=1.[Cl-].[NH4+]. (5) Given the product [NH2:15][C:16]1[CH:21]=[CH:20][C:19]([C:22]2[CH2:26][NH:25][C:24](=[O:34])[CH:23]=2)=[CH:18][C:17]=1[O:35][CH3:36], predict the reactants needed to synthesize it. The reactants are: C(O)(C(F)(F)F)=O.C(OC([NH:15][C:16]1[CH:21]=[CH:20][C:19]([C:22]2[CH2:26][N:25](C(OC(C)(C)C)=O)[C:24](=[O:34])[CH:23]=2)=[CH:18][C:17]=1[O:35][CH3:36])=O)(C)(C)C.